Dataset: Reaction yield outcomes from USPTO patents with 853,638 reactions. Task: Predict the reaction yield, written as a fraction of the theoretical maximum amount of product (1.0 means a 100% yield; for example, 0.34 means a 34% yield). (1) The reactants are [CH:1]([C:4]1[CH:10]=[CH:9][C:7]([NH2:8])=[CH:6][CH:5]=1)([CH3:3])[CH3:2].C([O-])([O-])=O.[Ca+2].Br[CH2:17][C:18](Br)=[O:19].[CH3:21][O:22][C:23]1[CH:24]=[C:25]2[C:30](=[CH:31][C:32]=1[O:33][CH3:34])[N:29]=[CH:28][N:27]=[C:26]2[CH:35]1[CH2:40][CH2:39][NH:38][CH2:37][CH2:36]1. The catalyst is CC#N. The product is [CH3:21][O:22][C:23]1[CH:24]=[C:25]2[C:30](=[CH:31][C:32]=1[O:33][CH3:34])[N:29]=[CH:28][N:27]=[C:26]2[CH:35]1[CH2:40][CH2:39][N:38]([CH2:17][C:18]([NH:8][C:7]2[CH:9]=[CH:10][C:4]([CH:1]([CH3:3])[CH3:2])=[CH:5][CH:6]=2)=[O:19])[CH2:37][CH2:36]1. The yield is 0.570. (2) The reactants are [C:1]1([N:7]2[N:11]=[C:10]([C:12]([NH:14][C:15]3[CH:20]=[CH:19][C:18]([C@@H:21]4[O:26][CH2:25][CH2:24][N:23](C(OC(C)(C)C)=O)[CH2:22]4)=[CH:17][CH:16]=3)=[O:13])[CH:9]=[N:8]2)[CH:6]=[CH:5][CH:4]=[CH:3][CH:2]=1.[ClH:34].C(OCC)C. The catalyst is O1CCOCC1. The product is [ClH:34].[NH:23]1[CH2:24][CH2:25][O:26][C@@H:21]([C:18]2[CH:19]=[CH:20][C:15]([NH:14][C:12]([C:10]3[CH:9]=[N:8][N:7]([C:1]4[CH:2]=[CH:3][CH:4]=[CH:5][CH:6]=4)[N:11]=3)=[O:13])=[CH:16][CH:17]=2)[CH2:22]1. The yield is 0.932. (3) The reactants are [NH2:1][CH2:2][CH2:3][C:4]1[C:12]2[C:7](=[CH:8][CH:9]=[CH:10][CH:11]=2)[NH:6][CH:5]=1.FC(F)(F)C(O)=O.[CH:20](=O)[C:21]1[CH:26]=[CH:25][CH:24]=[CH:23][CH:22]=1. The catalyst is ClCCl. The product is [C:21]1([CH:20]2[C:5]3[NH:6][C:7]4[C:12](=[CH:11][CH:10]=[CH:9][CH:8]=4)[C:4]=3[CH2:3][CH2:2][NH:1]2)[CH:26]=[CH:25][CH:24]=[CH:23][CH:22]=1. The yield is 0.710.